This data is from Reaction yield outcomes from USPTO patents with 853,638 reactions. The task is: Predict the reaction yield, written as a fraction of the theoretical maximum amount of product (1.0 means a 100% yield; for example, 0.34 means a 34% yield). (1) The reactants are [I-].ClC1C=CC=C[N+]=1C.CCN(C(C)C)C(C)C.[NH2:19][C:20]1[CH:29]=[CH:28][C:23]([C:24]([O:26][CH3:27])=[O:25])=[CH:22][N:21]=1.[Br:30][C:31]1[CH:39]=[CH:38][C:34]([C:35](O)=[O:36])=[CH:33][N:32]=1. The catalyst is C1COCC1. The product is [Br:30][C:31]1[CH:39]=[CH:38][C:34]([C:35]([NH:19][C:20]2[CH:29]=[CH:28][C:23]([C:24]([O:26][CH3:27])=[O:25])=[CH:22][N:21]=2)=[O:36])=[CH:33][N:32]=1. The yield is 0.654. (2) The reactants are [C:1]([Si:5]([C:32]1[CH:37]=[CH:36][CH:35]=[CH:34][CH:33]=1)([C:26]1[CH:31]=[CH:30][CH:29]=[CH:28][CH:27]=1)[O:6][CH:7]1[CH2:12][CH2:11][N:10]([C:13]2[N:18]=[C:17]3[N:19](CN(C)C)[CH:20]=[N:21][C:16]3=[CH:15][CH:14]=2)[CH2:9][CH2:8]1)([CH3:4])([CH3:3])[CH3:2].[C:38]([O:42][C:43]([N:45]1[C:49]2=[CH:50][N:51]=[CH:52][C:53]([C:54]3[CH:59]=[C:58]([C:60](OC)=[O:61])[CH:57]=[CH:56][C:55]=3[C:64]#[N:65])=[C:48]2[CH:47]=[CH:46]1)=[O:44])([CH3:41])([CH3:40])[CH3:39].[Li+].CC([N-]C(C)C)C. The catalyst is C1COCC1. The product is [C:38]([O:42][C:43]([N:45]1[C:49]2=[CH:50][N:51]=[CH:52][C:53]([C:54]3[CH:59]=[C:58]([C:60]([C:20]4[NH:19][C:17]5=[N:18][C:13]([N:10]6[CH2:11][CH2:12][CH:7]([O:6][Si:5]([C:1]([CH3:3])([CH3:2])[CH3:4])([C:26]7[CH:31]=[CH:30][CH:29]=[CH:28][CH:27]=7)[C:32]7[CH:33]=[CH:34][CH:35]=[CH:36][CH:37]=7)[CH2:8][CH2:9]6)=[CH:14][CH:15]=[C:16]5[N:21]=4)=[O:61])[CH:57]=[CH:56][C:55]=3[C:64]#[N:65])=[C:48]2[CH:47]=[CH:46]1)=[O:44])([CH3:41])([CH3:39])[CH3:40]. The yield is 0.900. (3) The reactants are [CH3:1][C:2]1[S:6][C:5]([C:7]([OH:9])=O)=[CH:4][C:3]=1[C:10]1[N:14]([CH3:15])[N:13]=[CH:12][CH:11]=1.[NH2:16][C@@H:17]([CH2:30][C:31]1[CH:36]=[CH:35][C:34]([F:37])=[CH:33][CH:32]=1)[CH2:18][N:19]1[C:27](=[O:28])[C:26]2[C:21](=[CH:22][CH:23]=[CH:24][CH:25]=2)[C:20]1=[O:29].C1CN([P+](Br)(N2CCCC2)N2CCCC2)CC1.F[P-](F)(F)(F)(F)F.CCN(C(C)C)C(C)C. The catalyst is C(Cl)(Cl)Cl. The product is [O:29]=[C:20]1[C:21]2[C:26](=[CH:25][CH:24]=[CH:23][CH:22]=2)[C:27](=[O:28])[N:19]1[CH2:18][C@@H:17]([NH:16][C:7]([C:5]1[S:6][C:2]([CH3:1])=[C:3]([C:10]2[N:14]([CH3:15])[N:13]=[CH:12][CH:11]=2)[CH:4]=1)=[O:9])[CH2:30][C:31]1[CH:32]=[CH:33][C:34]([F:37])=[CH:35][CH:36]=1. The yield is 0.320. (4) The yield is 0.440. The reactants are [C:1]([C:5]1[CH:10]=[CH:9][C:8]([C:11]2[N:15]([CH2:16][CH3:17])[N:14]=[C:13]([C:18](=[N:20][NH:21][C:22]([C:24]3[CH:33]=[CH:32][C:27]([C:28]([O:30]C)=[O:29])=[CH:26][CH:25]=3)=[O:23])[CH3:19])[C:12]=2[OH:34])=[CH:7][CH:6]=1)([CH3:4])([CH3:3])[CH3:2].CO.[OH-].[Na+].Cl. The catalyst is O. The product is [C:1]([C:5]1[CH:10]=[CH:9][C:8]([C:11]2[N:15]([CH2:16][CH3:17])[N:14]=[C:13]([C:18](=[N:20][NH:21][C:22]([C:24]3[CH:33]=[CH:32][C:27]([C:28]([OH:30])=[O:29])=[CH:26][CH:25]=3)=[O:23])[CH3:19])[C:12]=2[OH:34])=[CH:7][CH:6]=1)([CH3:2])([CH3:3])[CH3:4]. (5) The reactants are [CH2:1]([NH:3][CH2:4][CH3:5])[CH3:2].[CH2:6](O)[C:7]#[CH:8].[C:10]([CH2:12][C:13]([O:15][CH2:16][CH:17]([CH2:22][CH3:23])[CH2:18][CH2:19][CH2:20][CH3:21])=[O:14])#[N:11].C(O)(=O)C. The catalyst is C1(C)C=CC=CC=1.[O-2].[O-2].[Mn+4].ClCCl. The product is [C:10](/[C:12](=[CH:6]\[CH:7]=[CH:8]\[N:3]([CH2:4][CH3:5])[CH2:1][CH3:2])/[C:13]([O:15][CH2:16][CH:17]([CH2:22][CH3:23])[CH2:18][CH2:19][CH2:20][CH3:21])=[O:14])#[N:11]. The yield is 0.230. (6) The reactants are [CH3:1][O:2][C:3]1[C:11]([O:12][CH3:13])=[CH:10][C:6]([C:7]([NH2:9])=[O:8])=[C:5]([N+:14]([O-])=O)[CH:4]=1. The catalyst is CO.[Pd]. The product is [NH2:14][C:5]1[CH:4]=[C:3]([O:2][CH3:1])[C:11]([O:12][CH3:13])=[CH:10][C:6]=1[C:7]([NH2:9])=[O:8]. The yield is 1.00. (7) The reactants are Br[C:2]1[CH:7]=[C:6]([N+:8]([O-:10])=[O:9])[CH:5]=[CH:4][C:3]=1NC.C[CH2:14][N:15](CC)CC.[CH3:20][C:21]([CH3:25])([CH3:24])[C:22]#[CH:23].N#N. The catalyst is C1(C)C=CC=CC=1.O.Cl[Pd](Cl)([P](C1C=CC=CC=1)(C1C=CC=CC=1)C1C=CC=CC=1)[P](C1C=CC=CC=1)(C1C=CC=CC=1)C1C=CC=CC=1.[Cu]I. The product is [CH3:20][C:21]([CH3:25])([CH3:24])[C:22]#[C:23][C:2]1[CH:7]=[C:6]([N+:8]([O-:10])=[O:9])[CH:5]=[CH:4][C:3]=1[CH2:14][NH2:15]. The yield is 0.940. (8) The catalyst is CN(C=O)C.C(O)C.O. The yield is 0.160. The product is [NH2:1][C:2]1[N:7]=[CH:6][N:5]=[C:4]2[N:8]([CH:12]([C:14]3[O:15][C:16]4[C:21]([C:22](=[O:31])[C:23]=3[C:24]3[CH:29]=[CH:28][CH:27]=[C:26]([F:30])[CH:25]=3)=[CH:20][CH:19]=[CH:18][CH:17]=4)[CH3:13])[N:9]=[C:10]([C:38]3[CH:39]=[C:40]4[C:35]([CH:34]=[N:33][NH:32]4)=[CH:36][CH:37]=3)[C:3]=12. The reactants are [NH2:1][C:2]1[N:7]=[CH:6][N:5]=[C:4]2[N:8]([CH:12]([C:14]3[O:15][C:16]4[C:21]([C:22](=[O:31])[C:23]=3[C:24]3[CH:29]=[CH:28][CH:27]=[C:26]([F:30])[CH:25]=3)=[CH:20][CH:19]=[CH:18][CH:17]=4)[CH3:13])[N:9]=[C:10](I)[C:3]=12.[NH:32]1[C:40]2[C:35](=[CH:36][CH:37]=[C:38](B3OC(C)(C)C(C)(C)O3)[CH:39]=2)[CH:34]=[N:33]1.C(=O)([O-])[O-].[Na+].[Na+].ClCCl.